Predict the reactants needed to synthesize the given product. From a dataset of Full USPTO retrosynthesis dataset with 1.9M reactions from patents (1976-2016). Given the product [Si:9]([O:16][CH2:17][C:18]([C:21]1[CH:22]=[CH:23][C:24]([C:25]([OH:27])=[O:26])=[CH:30][CH:31]=1)([CH3:20])[CH3:19])([C:12]([CH3:13])([CH3:14])[CH3:15])([CH3:11])[CH3:10], predict the reactants needed to synthesize it. The reactants are: [OH-].[K+].O.C1COCC1.[Si:9]([O:16][CH2:17][C:18]([C:21]1[CH:31]=[CH:30][C:24]([C:25]([O:27]CC)=[O:26])=[CH:23][CH:22]=1)([CH3:20])[CH3:19])([C:12]([CH3:15])([CH3:14])[CH3:13])([CH3:11])[CH3:10].